This data is from Forward reaction prediction with 1.9M reactions from USPTO patents (1976-2016). The task is: Predict the product of the given reaction. (1) Given the reactants [CH3:1][C:2]1([NH:7][C:8](=[O:17])[O:9][CH2:10][C:11]2[CH:16]=[CH:15][CH:14]=[CH:13][CH:12]=2)[CH2:5][C:4](=C)[CH2:3]1.O.CC1C=CC=C(C)N=1.C(OI(C1C=CC=CC=1)OC(=O)C)(=[O:29])C, predict the reaction product. The product is: [CH3:1][C:2]1([NH:7][C:8](=[O:17])[O:9][CH2:10][C:11]2[CH:16]=[CH:15][CH:14]=[CH:13][CH:12]=2)[CH2:5][C:4](=[O:29])[CH2:3]1. (2) Given the reactants [OH:1][CH:2]1[CH:7]([C:8]2[CH:13]=[CH:12][C:11]([OH:14])=[CH:10][CH:9]=2)[CH2:6][CH2:5][N:4]([C:15]([O:17][C:18]([CH3:21])([CH3:20])[CH3:19])=[O:16])[CH2:3]1.Br[CH2:23][CH2:24][CH2:25][O:26][C:27]1[CH:32]=[CH:31][CH:30]=[C:29]([O:33][CH2:34]C)[CH:28]=1, predict the reaction product. The product is: [OH:1][CH:2]1[CH:7]([C:8]2[CH:9]=[CH:10][C:11]([O:14][CH2:23][CH2:24][CH2:25][O:26][C:27]3[CH:32]=[CH:31][CH:30]=[C:29]([O:33][CH3:34])[CH:28]=3)=[CH:12][CH:13]=2)[CH2:6][CH2:5][N:4]([C:15]([O:17][C:18]([CH3:21])([CH3:20])[CH3:19])=[O:16])[CH2:3]1. (3) Given the reactants [CH3:1][C:2]1[CH:8]=[CH:7][CH:6]=[C:5]([CH3:9])[C:3]=1[NH2:4].[Br:10][C:11]1[CH:12]=[CH:13][C:14]2[N:15]([CH:17]=[C:18]([C:20](OCC)=[O:21])[N:19]=2)[CH:16]=1, predict the reaction product. The product is: [Br:10][C:11]1[CH:12]=[CH:13][C:14]2[N:15]([CH:17]=[C:18]([C:20]([NH:4][C:3]3[C:5]([CH3:9])=[CH:6][CH:7]=[CH:8][C:2]=3[CH3:1])=[O:21])[N:19]=2)[CH:16]=1. (4) Given the reactants [Cl:1][C:2]1[CH:3]=[CH:4][C:5]([O:13][CH:14]([F:16])[F:15])=[C:6]([CH:8]([CH2:11][OH:12])[C:9]#[N:10])[CH:7]=1.[OH:17][CH2:18][CH2:19]C#N, predict the reaction product. The product is: [C:18]([O:12][CH2:11][CH:8]([C:6]1[CH:7]=[C:2]([Cl:1])[CH:3]=[CH:4][C:5]=1[O:13][CH:14]([F:15])[F:16])[C:9]#[N:10])(=[O:17])[CH3:19]. (5) Given the reactants [C:1]([C:5]1[CH:9]=[C:8]([C:10]([O:12][CH2:13][CH3:14])=[O:11])[N:7]([CH2:15][C:16]([N:18]([CH3:20])[CH3:19])=O)[N:6]=1)([CH3:4])([CH3:3])[CH3:2].B.C1COCC1, predict the reaction product. The product is: [C:1]([C:5]1[CH:9]=[C:8]([C:10]([O:12][CH2:13][CH3:14])=[O:11])[N:7]([CH2:15][CH2:16][N:18]([CH3:20])[CH3:19])[N:6]=1)([CH3:2])([CH3:3])[CH3:4].